From a dataset of Full USPTO retrosynthesis dataset with 1.9M reactions from patents (1976-2016). Predict the reactants needed to synthesize the given product. (1) Given the product [C@H:1]1([N:10]([C:11](=[O:17])[C:12]([CH3:16])([CH3:15])[CH2:13][I:14])[CH2:18]/[CH:19]=[CH:20]/[C:21]2[CH:22]=[C:23]3[CH2:38][C@@:28]4([C:36]5[C:31](=[N:32][CH:33]=[CH:34][CH:35]=5)[N:30]([C:44]([O:43][C:40]([CH3:42])([CH3:41])[CH3:39])=[O:45])[C:29]4=[O:37])[CH2:27][C:24]3=[N:25][CH:26]=2)[C:9]2[C:4](=[CH:5][CH:6]=[CH:7][CH:8]=2)[CH2:3][CH2:2]1, predict the reactants needed to synthesize it. The reactants are: [C@H:1]1([N:10]([CH2:18]/[CH:19]=[CH:20]/[C:21]2[CH:22]=[C:23]3[CH2:38][C@@:28]4([C:36]5[C:31](=[N:32][CH:33]=[CH:34][CH:35]=5)[NH:30][C:29]4=[O:37])[CH2:27][C:24]3=[N:25][CH:26]=2)[C:11](=[O:17])[C:12]([CH3:16])([CH3:15])[CH2:13][I:14])[C:9]2[C:4](=[CH:5][CH:6]=[CH:7][CH:8]=2)[CH2:3][CH2:2]1.[CH3:39][C:40]([O:43][C:44](O[C:44]([O:43][C:40]([CH3:42])([CH3:41])[CH3:39])=[O:45])=[O:45])([CH3:42])[CH3:41].C(N(CC)CC)C. (2) Given the product [NH2:20][C:21](=[O:40])[CH:22]([N:29]1[CH2:37][C:36]2[C:31](=[CH:32][CH:33]=[CH:34][C:35]=2[O:38][CH2:56][C:53]2[CH:54]=[CH:55][C:50]([O:49][CH2:48][CH2:47][N:41]3[CH2:46][CH2:45][O:44][CH2:43][CH2:42]3)=[CH:51][CH:52]=2)[C:30]1=[O:39])[CH2:23][CH2:24][C:25]([O:27][CH3:28])=[O:26], predict the reactants needed to synthesize it. The reactants are: C1(P(C2C=CC=CC=2)C2C=CC=CC=2)C=CC=CC=1.[NH2:20][C:21](=[O:40])[CH:22]([N:29]1[CH2:37][C:36]2[C:31](=[CH:32][CH:33]=[CH:34][C:35]=2[OH:38])[C:30]1=[O:39])[CH2:23][CH2:24][C:25]([O:27][CH3:28])=[O:26].[N:41]1([CH2:47][CH2:48][O:49][C:50]2[CH:55]=[CH:54][C:53]([CH2:56]O)=[CH:52][CH:51]=2)[CH2:46][CH2:45][O:44][CH2:43][CH2:42]1.N(C(OC(C)C)=O)=NC(OC(C)C)=O. (3) The reactants are: Br[C:2]1[CH:3]=[C:4]([Cl:16])[CH:5]=[C:6]2[C:10]=1[N:9]([CH3:11])[C:8]([C:12]([NH2:14])=[O:13])=[C:7]2[CH3:15].[F:17][C:18]1[CH:19]=[C:20](B(O)O)[CH:21]=[CH:22][C:23]=1[F:24]. Given the product [Cl:16][C:4]1[CH:5]=[C:6]2[C:10](=[C:2]([C:21]3[CH:20]=[CH:19][C:18]([F:17])=[C:23]([F:24])[CH:22]=3)[CH:3]=1)[N:9]([CH3:11])[C:8]([C:12]([NH2:14])=[O:13])=[C:7]2[CH3:15], predict the reactants needed to synthesize it. (4) Given the product [Cl:60][C:61]1[CH:66]=[CH:65][C:64]([S:67][C:2]2[C:3]([C:7]#[N:8])=[N:4][NH:5][CH:6]=2)=[CH:63][CH:62]=1, predict the reactants needed to synthesize it. The reactants are: Br[C:2]1[C:3]([C:7]#[N:8])=[N:4][NH:5][CH:6]=1.CC1(C)C2C(=C(P(C3C=CC=CC=3)C3C=CC=CC=3)C=CC=2)OC2C(P(C3C=CC=CC=3)C3C=CC=CC=3)=CC=CC1=2.CCN(C(C)C)C(C)C.[Cl:60][C:61]1[CH:66]=[CH:65][C:64]([SH:67])=[CH:63][CH:62]=1. (5) The reactants are: [C:1]([O:5][C:6]([N:8]1[CH2:11][CH:10]([NH:12][C@H:13]2[CH2:17][CH2:16][NH:15][CH2:14]2)[CH2:9]1)=[O:7])([CH3:4])([CH3:3])[CH3:2].[C:18](O)(=[O:25])[C:19]1[CH:24]=[CH:23][CH:22]=[CH:21][CH:20]=1.CCN(CC)CC.CN(C(ON1N=NC2C=CC=NC1=2)=[N+](C)C)C.F[P-](F)(F)(F)(F)F. Given the product [C:1]([O:5][C:6]([N:8]1[CH2:9][CH:10]([NH:12][C@H:13]2[CH2:17][CH2:16][N:15]([C:18](=[O:25])[C:19]3[CH:24]=[CH:23][CH:22]=[CH:21][CH:20]=3)[CH2:14]2)[CH2:11]1)=[O:7])([CH3:4])([CH3:2])[CH3:3], predict the reactants needed to synthesize it. (6) Given the product [NH:9]1[C:10]2[C:5](=[CH:4][CH:3]=[C:2]([O:1][CH2:14][CH2:15][CH2:16][CH2:17][O:19][C:2]3[CH:11]=[C:10]4[C:5]([CH2:6][CH2:7][C:8](=[O:21])[NH:9]4)=[CH:4][CH:3]=3)[CH:11]=2)[CH2:6][CH2:7][C:8]1=[O:12], predict the reactants needed to synthesize it. The reactants are: [OH:1][C:2]1[CH:11]=[C:10]2[C:5]([CH2:6][CH2:7][C:8](=[O:12])[NH:9]2)=[CH:4][CH:3]=1.Br[CH2:14][CH2:15][CH2:16][CH2:17]Br.[OH-:19].[K+].[OH-:21].[Na+]. (7) Given the product [NH2:18][C:19](=[O:63])[C:20]([CH3:62])([CH3:61])[CH2:21][NH:22][C:23]([C@H:25]([CH:58]([CH3:60])[CH3:59])[CH2:26][C@@H:27]1[O:31][CH2:30][N:29]([C:32]([O:34][CH2:35][CH2:36][O:8][C:7]([CH:5]2[CH2:4][O:3][CH2:2][O:1][CH2:6]2)=[O:9])=[O:33])[C@H:28]1[CH2:38][C@H:39]([CH2:43][C:44]1[CH:49]=[CH:48][C:47]([O:50][CH3:51])=[C:46]([O:52][CH2:53][CH2:54][CH2:55][O:56][CH3:57])[CH:45]=1)[CH:40]([CH3:42])[CH3:41])=[O:24], predict the reactants needed to synthesize it. The reactants are: [O:1]1[CH2:6][CH:5]([C:7]([OH:9])=[O:8])[CH2:4][O:3][CH2:2]1.C(=O)([O-])[O-].[Cs+].[Cs+].[I-].[Cs+].[NH2:18][C:19](=[O:63])[C:20]([CH3:62])([CH3:61])[CH2:21][NH:22][C:23]([C@H:25]([CH:58]([CH3:60])[CH3:59])[CH2:26][C@@H:27]1[O:31][CH2:30][N:29]([C:32]([O:34][CH2:35][CH2:36]Cl)=[O:33])[C@H:28]1[CH2:38][C@H:39]([CH2:43][C:44]1[CH:49]=[CH:48][C:47]([O:50][CH3:51])=[C:46]([O:52][CH2:53][CH2:54][CH2:55][O:56][CH3:57])[CH:45]=1)[CH:40]([CH3:42])[CH3:41])=[O:24].C(O)(=O)CC(CC(O)=O)(C(O)=O)O.